Dataset: Full USPTO retrosynthesis dataset with 1.9M reactions from patents (1976-2016). Task: Predict the reactants needed to synthesize the given product. (1) Given the product [Cl:15][CH2:16][C:17]([N:4]([CH:1]1[CH2:3][CH2:2]1)[C:5]1[CH:10]=[CH:9][CH:8]=[C:7]([O:11][CH3:12])[CH:6]=1)=[O:18], predict the reactants needed to synthesize it. The reactants are: [CH:1]1([NH:4][C:5]2[CH:10]=[CH:9][CH:8]=[C:7]([O:11][CH3:12])[CH:6]=2)[CH2:3][CH2:2]1.[OH-].[K+].[Cl:15][CH2:16][C:17](Cl)=[O:18]. (2) Given the product [Br:1][C:2]1[C:7]([F:8])=[CH:6][C:5]([S:9]([N:18]2[CH2:19][CH2:20][N:15]([CH3:14])[CH2:16][CH2:17]2)(=[O:11])=[O:10])=[C:4]([F:13])[CH:3]=1, predict the reactants needed to synthesize it. The reactants are: [Br:1][C:2]1[C:7]([F:8])=[CH:6][C:5]([S:9](Cl)(=[O:11])=[O:10])=[C:4]([F:13])[CH:3]=1.[CH3:14][N:15]1[CH2:20][CH2:19][NH:18][CH2:17][CH2:16]1. (3) Given the product [NH:10]1[CH:14]=[C:13]([C:15]2[C:16]3[CH:23]=[CH:22][N:21]([CH2:24][O:25][CH2:26][CH2:27][Si:28]([CH3:31])([CH3:30])[CH3:29])[C:17]=3[N:18]=[CH:19][N:20]=2)[CH:12]=[N:11]1, predict the reactants needed to synthesize it. The reactants are: C(S(N1CC(CC#N)([N:10]2[CH:14]=[C:13]([C:15]3[C:16]4[CH:23]=[CH:22][N:21]([CH2:24][O:25][CH2:26][CH2:27][Si:28]([CH3:31])([CH3:30])[CH3:29])[C:17]=4[N:18]=[CH:19][N:20]=3)[CH:12]=[N:11]2)C1)(=O)=O)C.O.Cl.[OH-].[Na+]. (4) Given the product [C:12]([C:13]1[CH:14]=[C:15]([NH2:16])[N:9]([C:6]2[CH:7]=[CH:8][C:3]([Cl:2])=[CH:4][CH:5]=2)[N:10]=1)([CH3:19])([CH3:18])[CH3:11], predict the reactants needed to synthesize it. The reactants are: Cl.[Cl:2][C:3]1[CH:8]=[CH:7][C:6]([NH:9][NH2:10])=[CH:5][CH:4]=1.[CH3:11][C:12]([CH3:19])([CH3:18])[C:13](=O)[CH2:14][C:15]#[N:16].